Dataset: Reaction yield outcomes from USPTO patents with 853,638 reactions. Task: Predict the reaction yield, written as a fraction of the theoretical maximum amount of product (1.0 means a 100% yield; for example, 0.34 means a 34% yield). (1) The reactants are [NH:1]1[CH2:6][CH2:5][CH:4]([CH2:7][OH:8])[CH2:3][CH2:2]1.Br[C:10]1[S:14][N:13]=[C:12]([CH:15]([CH3:17])[CH3:16])[N:11]=1.C(N(CC)CC)C.C(Cl)Cl. The catalyst is O. The product is [CH3:16][CH:15]([C:12]1[N:11]=[C:10]([N:1]2[CH2:6][CH2:5][CH:4]([CH2:7][OH:8])[CH2:3][CH2:2]2)[S:14][N:13]=1)[CH3:17]. The yield is 0.660. (2) The reactants are [CH2:1]([O:8][CH2:9][CH2:10][CH2:11][CH2:12][C@H:13]1[NH:18][C:17](=[O:19])[CH2:16][O:15][CH2:14]1)[C:2]1[CH:7]=[CH:6][CH:5]=[CH:4][CH:3]=1.[C:20]([O:24][C:25](O[C:25]([O:24][C:20]([CH3:23])([CH3:22])[CH3:21])=[O:26])=[O:26])([CH3:23])([CH3:22])[CH3:21].N1C=CN=C1. The catalyst is COC(C)(C)C.C1(C)C=CC=CC=1. The product is [CH2:1]([O:8][CH2:9][CH2:10][CH2:11][CH2:12][C@@H:13]1[CH2:14][O:15][CH2:16][C:17](=[O:19])[N:18]1[C:25]([O:24][C:20]([CH3:23])([CH3:22])[CH3:21])=[O:26])[C:2]1[CH:3]=[CH:4][CH:5]=[CH:6][CH:7]=1. The yield is 0.833. (3) The reactants are [F:1][C:2]1[CH:10]=[C:9]([C:11]([F:17])([F:16])[C:12]([F:15])([F:14])[F:13])[CH:8]=[CH:7][C:3]=1[C:4](Cl)=[O:5].[NH2:18][C:19]1[CH:31]=[CH:30][C:22]([C:23]([O:25][C:26]([CH3:29])([CH3:28])[CH3:27])=[O:24])=[CH:21][CH:20]=1.N1C=CC=CC=1.O. The catalyst is ClCCl. The product is [F:1][C:2]1[CH:10]=[C:9]([C:11]([F:17])([F:16])[C:12]([F:15])([F:14])[F:13])[CH:8]=[CH:7][C:3]=1[C:4]([NH:18][C:19]1[CH:31]=[CH:30][C:22]([C:23]([O:25][C:26]([CH3:27])([CH3:28])[CH3:29])=[O:24])=[CH:21][CH:20]=1)=[O:5]. The yield is 0.970.